From a dataset of Reaction yield outcomes from USPTO patents with 853,638 reactions. Predict the reaction yield, written as a fraction of the theoretical maximum amount of product (1.0 means a 100% yield; for example, 0.34 means a 34% yield). (1) The reactants are [BH-](OC(C)=O)(OC(C)=O)OC(C)=O.[Na+].[Br:15][C:16]1[N:21]=[C:20]([CH:22]=O)[CH:19]=[CH:18][CH:17]=1.[NH:24]1[CH2:29][CH2:28][O:27][CH2:26][CH2:25]1.C([O-])(O)=O.[Na+]. The catalyst is ClCCCl. The product is [Br:15][C:16]1[N:21]=[C:20]([CH2:22][N:24]2[CH2:29][CH2:28][O:27][CH2:26][CH2:25]2)[CH:19]=[CH:18][CH:17]=1. The yield is 0.680. (2) The reactants are Cl.[Br:2][C:3]1[CH:15]=[CH:14][C:6]([CH2:7][CH:8]2[CH2:13][CH2:12][NH:11][CH2:10][CH2:9]2)=[CH:5][C:4]=1[O:16][CH2:17][CH2:18][O:19][CH3:20].[OH-].[K+].[CH:23]1[CH:28]=[CH:27][C:26]([S:29]([O:32][CH2:33][CH2:34][C:35]2[CH:36]=[C:37]3[C:42](=[CH:43][CH:44]=2)[O:41][CH2:40][CH2:39][C:38]3=[O:45])(=[O:31])=[O:30])=[CH:25][CH:24]=1.P([O-])([O-])(O)=O.[K+].[K+].CN1CCCCC1=O.C1(S(O)(=O)=O)C=CC=CC=1. The catalyst is CC(C)=O.C(OCCCC)(=O)C.C1(C)C=CC=CC=1.O1CCCC1.O. The product is [C:26]1([S:29]([OH:32])(=[O:31])=[O:30])[CH:27]=[CH:28][CH:23]=[CH:24][CH:25]=1.[Br:2][C:3]1[CH:15]=[CH:14][C:6]([CH2:7][CH:8]2[CH2:9][CH2:10][N:11]([CH2:33][CH2:34][C:35]3[CH:36]=[C:37]4[C:42](=[CH:43][CH:44]=3)[O:41][CH2:40][CH2:39][C:38]4=[O:45])[CH2:12][CH2:13]2)=[CH:5][C:4]=1[O:16][CH2:17][CH2:18][O:19][CH3:20]. The yield is 0.890. (3) The reactants are [CH2:1]([O:11][C:12](=[O:22])[CH:13]=[CH:14][C:15]1[CH:20]=[CH:19][CH:18]=[CH:17][C:16]=1[OH:21])[CH2:2][CH2:3][CH2:4][CH2:5][CH2:6][CH2:7][CH2:8][CH:9]=[CH2:10].[C:23](Cl)([Cl:25])=[O:24].C(N(CC)C1C=CC=CC=1)C. The catalyst is C1(C)C=CC=CC=1. The product is [CH2:1]([O:11][C:12](=[O:22])[CH:13]=[CH:14][C:15]1[CH:20]=[CH:19][CH:18]=[CH:17][C:16]=1[O:21][C:23]([Cl:25])=[O:24])[CH2:2][CH2:3][CH2:4][CH2:5][CH2:6][CH2:7][CH2:8][CH:9]=[CH2:10]. The yield is 1.00. (4) The reactants are [NH2:1][C:2]1[CH:3]=[C:4]2[C:9](=[C:10]([CH3:12])[CH:11]=1)[N:8]=[CH:7][C:6]([C:13]#[N:14])=[C:5]2[NH:15][C:16]1[CH:21]=[CH:20][CH:19]=[C:18]([Br:22])[CH:17]=1.[N:23]1([CH2:29][CH:30]=O)[CH2:28][CH2:27][O:26][CH2:25][CH2:24]1.[BH3-]C#N.[Na+]. The catalyst is CCO. The product is [Br:22][C:18]1[CH:17]=[C:16]([NH:15][C:5]2[C:4]3[C:9](=[C:10]([CH3:12])[CH:11]=[C:2]([NH:1][CH2:30][CH2:29][N:23]4[CH2:28][CH2:27][O:26][CH2:25][CH2:24]4)[CH:3]=3)[N:8]=[CH:7][C:6]=2[C:13]#[N:14])[CH:21]=[CH:20][CH:19]=1. The yield is 0.530. (5) The reactants are Br[C:2]1[CH:7]=[N:6][CH:5]=[C:4]([Br:8])[N:3]=1.[CH3:9][O:10][C:11]1[CH:16]=[CH:15][C:14]([CH2:17][NH2:18])=[CH:13][CH:12]=1.CN1CCOCC1.O. The catalyst is CN1CCCC1=O. The product is [Br:8][C:4]1[N:3]=[C:2]([NH:18][CH2:17][C:14]2[CH:15]=[CH:16][C:11]([O:10][CH3:9])=[CH:12][CH:13]=2)[CH:7]=[N:6][CH:5]=1. The yield is 0.290. (6) The reactants are Br[C:2]1[CH:6]=[C:5]([Si](C)(C)C)[S:4][C:3]=1[C:11]1[S:12][C:13]([Si](C)(C)C)=[CH:14][C:15]=1Br.C([Li])CCC.Cl[Si:27](Cl)([CH2:34][CH2:35][CH2:36][CH2:37][CH2:38][CH3:39])[CH2:28][CH2:29][CH2:30][CH2:31][CH2:32][CH3:33].O. The catalyst is O1CCCC1.CCCCCC. The product is [CH2:34]([Si:27]1([CH2:28][CH2:29][CH2:30][CH2:31][CH2:32][CH3:33])[C:2]2[CH:6]=[CH:5][S:4][C:3]=2[C:11]2[S:12][CH:13]=[CH:14][C:15]1=2)[CH2:35][CH2:36][CH2:37][CH2:38][CH3:39]. The yield is 0.910.